This data is from hERG Central: cardiac toxicity at 1µM, 10µM, and general inhibition. The task is: Predict hERG channel inhibition at various concentrations. (1) Results: hERG_inhib (hERG inhibition (general)): blocker. The drug is COc1ccc(C)c2sc(N(CCCN(C)C)C(=O)c3ccc(S(=O)(=O)N(C)C)cc3)nc12.Cl. (2) The drug is O=C(c1ccco1)N1CCN(C(=O)c2cc3cc([N+](=O)[O-])ccc3oc2=O)CC1. Results: hERG_inhib (hERG inhibition (general)): blocker. (3) The compound is COc1ccc(CC2(CO)CCN(C(C)Cc3ccc(Cl)cc3)CC2)cc1. Results: hERG_inhib (hERG inhibition (general)): blocker. (4) The drug is CCN(CC)CCNCC(=O)Nc1ccc(Oc2ccccc2)cc1. Results: hERG_inhib (hERG inhibition (general)): blocker. (5) The compound is CN1C(CC(=O)Nc2ccc(Cl)cc2Cl)c2ccccc2CC1(C)C. Results: hERG_inhib (hERG inhibition (general)): blocker. (6) The drug is CCc1ccc(C(=O)N2CCN(c3ccc(NC(=O)c4cccnc4)cc3)CC2)cc1. Results: hERG_inhib (hERG inhibition (general)): blocker. (7) The molecule is Fc1ccccc1N1CCN(C2CCCN(Cc3cccc(C(F)(F)F)c3)C2)CC1. Results: hERG_inhib (hERG inhibition (general)): blocker. (8) The compound is CN(C)CCCN(C(=O)c1ccc(S(=O)(=O)N2CCOCC2)cc1)c1nc2cc3c(cc2s1)OCO3.Cl. Results: hERG_inhib (hERG inhibition (general)): blocker.